From a dataset of Peptide-MHC class I binding affinity with 185,985 pairs from IEDB/IMGT. Regression. Given a peptide amino acid sequence and an MHC pseudo amino acid sequence, predict their binding affinity value. This is MHC class I binding data. (1) The peptide sequence is AFMATNKAY. The MHC is HLA-B39:01 with pseudo-sequence HLA-B39:01. The binding affinity (normalized) is 0.0847. (2) The peptide sequence is NWDWGVFFK. The MHC is HLA-A03:01 with pseudo-sequence HLA-A03:01. The binding affinity (normalized) is 0.153. (3) The peptide sequence is GTQDQSLYL. The MHC is HLA-B15:01 with pseudo-sequence HLA-B15:01. The binding affinity (normalized) is 0.213. (4) The peptide sequence is LLQGVPFHV. The MHC is HLA-A02:11 with pseudo-sequence HLA-A02:11. The binding affinity (normalized) is 1.00. (5) The peptide sequence is RAVEPGTVL. The binding affinity (normalized) is 0.0847. The MHC is HLA-B08:02 with pseudo-sequence HLA-B08:02. (6) The peptide sequence is NLVPMVATV. The MHC is HLA-A02:19 with pseudo-sequence HLA-A02:19. The binding affinity (normalized) is 1.00. (7) The peptide sequence is TFGNPVIPFK. The MHC is HLA-A31:01 with pseudo-sequence HLA-A31:01. The binding affinity (normalized) is 0.422. (8) The MHC is HLA-A01:01 with pseudo-sequence HLA-A01:01. The peptide sequence is IVDYVTAYG. The binding affinity (normalized) is 0.276. (9) The peptide sequence is SLVLQTLPSM. The MHC is HLA-B08:01 with pseudo-sequence HLA-B08:01. The binding affinity (normalized) is 0.226. (10) The binding affinity (normalized) is 0.292. The peptide sequence is TFLRPPKV. The MHC is Mamu-B3901 with pseudo-sequence Mamu-B3901.